Dataset: Reaction yield outcomes from USPTO patents with 853,638 reactions. Task: Predict the reaction yield, written as a fraction of the theoretical maximum amount of product (1.0 means a 100% yield; for example, 0.34 means a 34% yield). (1) The reactants are Br[CH:2]([C:12]1[C:17]([F:18])=[CH:16][CH:15]=[CH:14][C:13]=1[Cl:19])[C:3]([C:5]1[CH:10]=[CH:9][C:8]([F:11])=[CH:7][CH:6]=1)=O.[NH:20]([C:22](=[S:24])[NH2:23])[NH2:21].[C:25](=S)=[S:26]. No catalyst specified. The product is [Cl:19][C:13]1[CH:14]=[CH:15][CH:16]=[C:17]([F:18])[C:12]=1[C:2]1[S:26][C:25]2=[N:21][N:20]=[C:22]([SH:24])[N:23]2[C:3]=1[C:5]1[CH:10]=[CH:9][C:8]([F:11])=[CH:7][CH:6]=1. The yield is 0.770. (2) The reactants are C[Si]([N:5]=[C:6]=[O:7])(C)C.[CH2:8]([O:10][C:11]([C:13]1[C:18]([O:19][CH2:20][CH3:21])=[C:17]([N:22]2[CH2:27][CH2:26][O:25][CH2:24][CH2:23]2)[N:16]=[C:15]([C:28]2[CH:33]=[CH:32][C:31]([NH2:34])=[CH:30][CH:29]=2)[N:14]=1)=[O:12])[CH3:9]. The catalyst is C1COCC1. The product is [CH2:8]([O:10][C:11]([C:13]1[C:18]([O:19][CH2:20][CH3:21])=[C:17]([N:22]2[CH2:23][CH2:24][O:25][CH2:26][CH2:27]2)[N:16]=[C:15]([C:28]2[CH:29]=[CH:30][C:31]([NH:34][C:6]([NH2:5])=[O:7])=[CH:32][CH:33]=2)[N:14]=1)=[O:12])[CH3:9]. The yield is 0.400.